Predict the reactants needed to synthesize the given product. From a dataset of Full USPTO retrosynthesis dataset with 1.9M reactions from patents (1976-2016). (1) Given the product [Cl:21][C:17]1[CH:18]=[C:19]2[NH:20][C:12]([C:10]3[CH:9]=[CH:8][N:7]=[C:6]([NH:5][C:3](=[O:4])[CH2:2][N:29]4[CH2:34][CH2:33][CH:32]([OH:35])[CH2:31][CH2:30]4)[CH:11]=3)=[C:13]([C:22]3[CH:27]=[CH:26][C:25]([F:28])=[CH:24][N:23]=3)[C:14]2=[N:15][CH:16]=1, predict the reactants needed to synthesize it. The reactants are: Cl[CH2:2][C:3]([NH:5][C:6]1[CH:11]=[C:10]([C:12]2[NH:20][C:19]3[C:14](=[N:15][CH:16]=[C:17]([Cl:21])[CH:18]=3)[C:13]=2[C:22]2[CH:27]=[CH:26][C:25]([F:28])=[CH:24][N:23]=2)[CH:9]=[CH:8][N:7]=1)=[O:4].[NH:29]1[CH2:34][CH2:33][CH:32]([OH:35])[CH2:31][CH2:30]1.C(O)(C(F)(F)F)=O. (2) Given the product [N+:1]([C:4]1[CH:9]=[CH:8][C:7]([C@@H:10]([NH:12][C:13]([C:15]2[CH:16]=[C:17]3[C:21](=[CH:22][CH:23]=2)[N:20]([CH2:24][C:25]2[CH:30]=[CH:29][C:28]([C:31]4[CH:32]=[CH:33][C:34]([C:37]([OH:39])=[O:38])=[CH:35][CH:36]=4)=[CH:27][CH:26]=2)[CH:19]=[CH:18]3)=[O:14])[CH3:11])=[CH:6][CH:5]=1)([O-:3])=[O:2], predict the reactants needed to synthesize it. The reactants are: [N+:1]([C:4]1[CH:9]=[CH:8][C:7]([C@@H:10]([NH:12][C:13]([C:15]2[CH:16]=[C:17]3[C:21](=[CH:22][CH:23]=2)[N:20]([CH2:24][C:25]2[CH:30]=[CH:29][C:28]([C:31]4[CH:36]=[CH:35][C:34]([C:37]([O:39]CC)=[O:38])=[CH:33][CH:32]=4)=[CH:27][CH:26]=2)[CH:19]=[CH:18]3)=[O:14])[CH3:11])=[CH:6][CH:5]=1)([O-:3])=[O:2].[OH-].[Na+].Cl. (3) Given the product [Br:1][C:2]1[CH:3]=[CH:4][C:5]([F:10])=[C:6]([CH:7]2[O:13][CH2:12][CH2:11][O:8]2)[CH:9]=1, predict the reactants needed to synthesize it. The reactants are: [Br:1][C:2]1[CH:3]=[CH:4][C:5]([F:10])=[C:6]([CH:9]=1)[CH:7]=[O:8].[CH2:11](O)[CH2:12][OH:13].CC1C=CC(S(O)(=O)=O)=CC=1. (4) Given the product [C:10]1([CH:8]2[O:7][N:6]=[C:5]([C:3]([OH:17])=[O:4])[CH2:9]2)[CH:15]=[CH:14][CH:13]=[CH:12][CH:11]=1, predict the reactants needed to synthesize it. The reactants are: CN(C)[C:3]([C:5]1[CH2:9][CH:8]([C:10]2[CH:15]=[CH:14][CH:13]=[CH:12][CH:11]=2)[O:7][N:6]=1)=[O:4].[OH-:17].[Na+]. (5) Given the product [C:9]1([C:2]2[O:6][C:5]([CH:7]=[O:8])=[CH:4][CH:3]=2)[CH:14]=[CH:13][CH:12]=[CH:11][CH:10]=1, predict the reactants needed to synthesize it. The reactants are: Br[C:2]1[O:6][C:5]([CH:7]=[O:8])=[CH:4][CH:3]=1.[C:9]1(B(O)O)[CH:14]=[CH:13][CH:12]=[CH:11][CH:10]=1. (6) Given the product [Br:1][C:2]1[CH:15]=[C:14]([NH2:16])[CH:13]=[CH:12][C:3]=1[O:4][CH2:5][CH2:6][N:7]([CH2:10][CH3:11])[CH2:8][CH3:9], predict the reactants needed to synthesize it. The reactants are: [Br:1][C:2]1[CH:15]=[C:14]([N+:16]([O-])=O)[CH:13]=[CH:12][C:3]=1[O:4][CH2:5][CH2:6][N:7]([CH2:10][CH3:11])[CH2:8][CH3:9].ClCCl.CO.